Dataset: Full USPTO retrosynthesis dataset with 1.9M reactions from patents (1976-2016). Task: Predict the reactants needed to synthesize the given product. (1) Given the product [CH3:15][O:14][C:11]1[CH:12]=[CH:13][C:8]([C:3]2[N:4]=[C:5]([CH3:7])[S:6][C:2]=2[C:16]#[N:17])=[CH:9][CH:10]=1, predict the reactants needed to synthesize it. The reactants are: Br[C:2]1[S:6][C:5]([CH3:7])=[N:4][C:3]=1[C:8]1[CH:13]=[CH:12][C:11]([O:14][CH3:15])=[CH:10][CH:9]=1.[C:16]([Cu])#[N:17].Cl. (2) Given the product [CH3:15][O:16][C:22]1[CH:23]=[C:24]([CH:27]=[CH:28][CH:29]=1)[C:25]#[N:26], predict the reactants needed to synthesize it. The reactants are: N1C2C(=CC=C3C=2N=CC=C3)C=CC=1.[C:15]([O-])([O-])=[O:16].[Cs+].[Cs+].I[C:22]1[CH:23]=[C:24]([CH:27]=[CH:28][CH:29]=1)[C:25]#[N:26].CO. (3) Given the product [Br:18][C:14]1[CH:15]=[CH:16][CH:17]=[C:12]([CH:8]2[CH2:7][CH:6]([S:33][C:29]3[CH:30]=[CH:31][CH:32]=[C:27]([C:26]([F:25])([F:34])[F:35])[CH:28]=3)[CH2:11][CH2:10][O:9]2)[N:13]=1, predict the reactants needed to synthesize it. The reactants are: CS(O[CH:6]1[CH2:11][CH2:10][O:9][CH:8]([C:12]2[CH:17]=[CH:16][CH:15]=[C:14]([Br:18])[N:13]=2)[CH2:7]1)(=O)=O.C([O-])([O-])=O.[Cs+].[Cs+].[F:25][C:26]([F:35])([F:34])[C:27]1[CH:28]=[C:29]([SH:33])[CH:30]=[CH:31][CH:32]=1.